This data is from Forward reaction prediction with 1.9M reactions from USPTO patents (1976-2016). The task is: Predict the product of the given reaction. (1) The product is: [CH3:1][O:2][C:3]1[C:8]([C:9]([OH:11])=[O:10])=[CH:7][C:6]([C:13]2[CH:14]=[CH:15][CH:16]=[CH:17][CH:18]=2)=[C:5]([C:19]2[CH:20]=[CH:21][C:22]([Cl:25])=[CH:23][CH:24]=2)[N:4]=1. Given the reactants [CH3:1][O:2][C:3]1[C:8]([C:9]([O:11]C)=[O:10])=[CH:7][C:6]([C:13]2[CH:18]=[CH:17][CH:16]=[CH:15][CH:14]=2)=[C:5]([C:19]2[CH:24]=[CH:23][C:22]([Cl:25])=[CH:21][CH:20]=2)[N:4]=1.[OH-].[Na+].Cl, predict the reaction product. (2) Given the reactants Cl[CH2:2][C:3]#[N:4].C(=O)([O-])[O-].[K+].[K+].[CH3:11][O:12][C:13]1[CH:18]=[CH:17][C:16]([CH2:19][NH2:20])=[CH:15][CH:14]=1, predict the reaction product. The product is: [CH3:11][O:12][C:13]1[CH:18]=[CH:17][C:16]([CH2:19][NH:20][CH2:2][C:3]#[N:4])=[CH:15][CH:14]=1. (3) Given the reactants Br[C:2]1[C:3]([C:12]2[CH:17]=[CH:16][C:15]([F:18])=[CH:14][CH:13]=2)=[N:4][N:5]2[C:10](Cl)=[CH:9][CH:8]=[CH:7][C:6]=12.[F:19][C:20]1[CH:25]=[C:24](B(O)O)[CH:23]=[CH:22][N:21]=1, predict the reaction product. The product is: [F:18][C:15]1[CH:16]=[CH:17][C:12]([C:3]2[C:2]([C:24]3[CH:23]=[CH:22][N:21]=[C:20]([F:19])[CH:25]=3)=[C:6]3[CH:7]=[CH:8][CH:9]=[C:10]([C:24]4[CH:23]=[CH:22][N:21]=[C:20]([F:19])[CH:25]=4)[N:5]3[N:4]=2)=[CH:13][CH:14]=1. (4) Given the reactants [OH:1][C:2]1[CH:9]=[CH:8][C:5]([C:6]#[N:7])=[CH:4][C:3]=1[CH2:10][CH2:11][CH3:12].[SH2:13].C(NCC)C, predict the reaction product. The product is: [OH:1][C:2]1[CH:9]=[CH:8][C:5]([C:6](=[S:13])[NH2:7])=[CH:4][C:3]=1[CH2:10][CH2:11][CH3:12]. (5) Given the reactants [NH2:1][CH2:2][C:3]1[CH:4]=[C:5]2[C:9](=[CH:10][CH:11]=1)[C:8](=[O:12])[N:7]([CH:13]1[CH2:18][CH2:17][C:16](=[O:19])[NH:15][C:14]1=[O:20])[CH2:6]2.S(O)(=O)(=O)C.[CH3:26][N:27]([CH3:44])[C:28](=[O:43])[CH2:29][O:30][C:31]1[CH:36]=[CH:35][C:34]([C:37]([F:42])([F:41])[C:38](O)=[O:39])=[CH:33][CH:32]=1.C(N(C(C)C)CC)(C)C.F[P-](F)(F)(F)(F)F.CN(C(N(C)C)=[N+]1C2C(=NC=CC=2)[N+]([O-])=N1)C, predict the reaction product. The product is: [CH3:26][N:27]([CH3:44])[C:28](=[O:43])[CH2:29][O:30][C:31]1[CH:36]=[CH:35][C:34]([C:37]([F:41])([F:42])[C:38]([NH:1][CH2:2][C:3]2[CH:4]=[C:5]3[C:9](=[CH:10][CH:11]=2)[C:8](=[O:12])[N:7]([CH:13]2[CH2:18][CH2:17][C:16](=[O:19])[NH:15][C:14]2=[O:20])[CH2:6]3)=[O:39])=[CH:33][CH:32]=1. (6) Given the reactants [Br:1][C:2]1[CH:7]=[C:6]([CH3:8])[C:5]([OH:9])=[C:4]([CH3:10])[CH:3]=1.Cl[CH2:12][C:13](=[O:15])[CH3:14], predict the reaction product. The product is: [Br:1][C:2]1[CH:7]=[C:6]([CH3:8])[C:5]([O:9][CH2:12][C:13](=[O:15])[CH3:14])=[C:4]([CH3:10])[CH:3]=1. (7) Given the reactants C(O)(C(F)(F)F)=O.[CH3:8][O:9][C:10]1[N:15]=[CH:14][C:13]([NH:16][C:17]2[N:22]=[CH:21][C:20]([CH2:23][N:24]3[CH2:29][CH2:28][N:27](C(OC(C)(C)C)=O)[CH2:26][CH2:25]3)=[CH:19][C:18]=2[C:37]2[N:45]=[C:44]([CH3:46])[N:43]=[C:42]3[C:38]=2[N:39]=[CH:40][N:41]3C2CCCCO2)=[CH:12][CH:11]=1, predict the reaction product. The product is: [CH3:8][O:9][C:10]1[N:15]=[CH:14][C:13]([NH:16][C:17]2[C:18]([C:37]3[N:45]=[C:44]([CH3:46])[N:43]=[C:42]4[C:38]=3[N:39]=[CH:40][NH:41]4)=[CH:19][C:20]([CH2:23][N:24]3[CH2:25][CH2:26][NH:27][CH2:28][CH2:29]3)=[CH:21][N:22]=2)=[CH:12][CH:11]=1.